This data is from Experimentally validated miRNA-target interactions with 360,000+ pairs, plus equal number of negative samples. The task is: Binary Classification. Given a miRNA mature sequence and a target amino acid sequence, predict their likelihood of interaction. (1) The miRNA is mmu-miR-15a-5p with sequence UAGCAGCACAUAAUGGUUUGUG. The protein sequence of the target gene is MVLPTVLILLLSWAAGLGGQYGNPLNKYIRHYEGLSYNVDSLHQKHQRAKRAVSHEDQFLLLDFHAHGRQFNLRMKRDTSLFSDEFKVETSNKVLDYDTSHIYTGHIYGEEGSFSHGSVIDGRFEGFIKTRGGTFYIEPAERYIKDRILPFHSVIYHEDDINYPHKYGPQGGCADHSVFERMRKYQMTGVEEGARAHPEKHAASSGPELLRKKRTTLAERNTCQLYIQTDHLFFKYYGTREAVIAQISSHVKAIDTIYQTTDFSGIRNISFMVKRIRINTTSDEKDPTNPFRFPNIGVEK.... Result: 1 (interaction). (2) The miRNA is hsa-miR-143-5p with sequence GGUGCAGUGCUGCAUCUCUGGU. Result: 0 (no interaction). The protein sequence of the target gene is MAGNDCGALLDEELSSFFLNYLSDTQGGDSGEEQLCADLPELDLSQLDASDFDSATCFGELQWCPETSETEPSQYSPDDSELFQIDSENEALLAALTKTLDDIPEDDVGLAAFPELDEGDTPSCTPASPAPLSAPPSPTLERLLSPASDVDELSLLQKLLLATSSPTASSDALKDGATWSQTSLSSRSQRPCVKVDGTQDKKTPTLRAQSRPCTELHKHLTSVLPCPRVKACSPTPHPSPRLLSKEEEEEVGEDCPSPWPTPASPQDSLAQDTASPDSAQPPEEDVRAMVQLIRYMHTYC.... (3) The miRNA is hsa-miR-4524a-3p with sequence UGAGACAGGCUUAUGCUGCUAU. The protein sequence of the target gene is MFRKARRVNVRKRNDSEEEERERDEEQEPPPLLPPPASGEEPGPGGGDRAPAGESLLGPGPLPPPPSAHHPGLGAEAGGGISGGAEPGNGLKPRKRPRENKEVPRASLLSFQDEEEENEEVFKVKKSSYSKKIVKLLKKEYKEDLEKSKIKTELNTAADSDQPLDKTCHAKDTNPEDGVVISEHGEDEMDMESEKEEEKPKAGGAFSNALSSLNVLRPGEIPDAAFIHAARKKRQLARELGDFTPHDSEPGKGRLVREDENDASDDEDDDEKRRIVFSVKEKSQRQKIAEEIGIEGSDDD.... Result: 0 (no interaction). (4) The miRNA is hsa-miR-6880-5p with sequence UGGUGGAGGAAGAGGGCAGCUC. The protein sequence of the target gene is MGIKVQRPRCFFDIAINNQPAGRVVFELFSDVCPKTCENFRCLCTGEKGTGKSTQKPLHYKSCLFHRVVKDFMVQGGDFSEGNGRGGESIYGGFFEDESFAVKHNKEFLLSMANRGKDTNGSQFFITTKPTPHLDGHHVVFGQVISGQEVVREIENQKTDAASKPFAEVRILSCGELIPKSKVKKEEKKRHKSSSSSSSSDSDSSSDSQSSSESSDSESASEEKSRKRKKKHRKNSRKHKKEKKKRKKSKKSPSSESEAENVDAQPQSTVRPEEIPPIPENRFLMRKSPPKADDKERKNR.... Result: 0 (no interaction). (5) The miRNA is hsa-miR-1285-3p with sequence UCUGGGCAACAAAGUGAGACCU. The protein sequence of the target gene is MVVVTGREPDSRHSDGAMSSSEAEDDFLEPATPTATQAGHGLPLLPQEFPEVVPLNIGGAHFTTRLSTLRRYEDTMLAAMFSGRHYIPTDSEGRYFIDRDGTHFGDVLNFLRSGDLPPREHVRAVHKEAQYYAIGPLLEQLENMQPLKGEKVRQAFLGLMPYYKDHLERIVEIARLRAVQRKARFAKLKVCVFKEEMPITPYECPLLNSLRFERSESDGQLFEHHCEVDVSFGPWEAVADVYDLLHCLVTDLSAQGLTVDHQCIGVCDKHLVNHYYCKRPIYEFKITWW. Result: 0 (no interaction).